This data is from Full USPTO retrosynthesis dataset with 1.9M reactions from patents (1976-2016). The task is: Predict the reactants needed to synthesize the given product. (1) Given the product [CH3:14][CH:15]([CH3:34])[CH2:16][CH2:17][CH2:18][NH:19][C:20]([C:22]1[N:23]=[N:24][C:25]([N:28]2[CH2:33][CH2:32][N:31]([C:5](=[O:6])[C:4]3[CH:8]=[CH:9][CH:10]=[CH:11][C:3]=3[C:2]([F:13])([F:12])[F:1])[CH2:30][CH2:29]2)=[CH:26][CH:27]=1)=[O:21], predict the reactants needed to synthesize it. The reactants are: [F:1][C:2]([F:13])([F:12])[C:3]1[CH:11]=[CH:10][CH:9]=[CH:8][C:4]=1[C:5](Cl)=[O:6].[CH3:14][CH:15]([CH3:34])[CH2:16][CH2:17][CH2:18][NH:19][C:20]([C:22]1[N:23]=[N:24][C:25]([N:28]2[CH2:33][CH2:32][NH:31][CH2:30][CH2:29]2)=[CH:26][CH:27]=1)=[O:21]. (2) Given the product [CH2:13]([O:15][C:16]1[CH:21]=[CH:20][C:19]([C:2]2[CH:12]=[CH:11][C:5]([C:4]3[C:5]([C:6]([O:8][CH2:9][CH3:10])=[O:7])=[CH:11][CH:12]=[CH:2][CH:3]=3)=[CH:4][CH:3]=2)=[C:18]([F:25])[C:17]=1[F:26])[CH3:14], predict the reactants needed to synthesize it. The reactants are: I[C:2]1[CH:12]=[CH:11][C:5]([C:6]([O:8][CH2:9][CH3:10])=[O:7])=[CH:4][CH:3]=1.[CH2:13]([O:15][C:16]1[CH:21]=[CH:20][C:19](B(O)O)=[C:18]([F:25])[C:17]=1[F:26])[CH3:14].C(=O)([O-])[O-].[K+].[K+]. (3) Given the product [C:2]1([CH2:1][O:9][C:10]2[C:19]3[C:14](=[CH:15][CH:16]=[CH:17][CH:18]=3)[C:13]([O:20][CH2:1][C:2]3[CH:7]=[CH:6][CH:5]=[CH:4][CH:3]=3)=[C:12]([C:21]([O:23][CH2:24][CH3:25])=[O:22])[C:11]=2[C:26]([O:28][CH2:29][CH3:30])=[O:27])[CH:7]=[CH:6][CH:5]=[CH:4][CH:3]=1, predict the reactants needed to synthesize it. The reactants are: [CH2:1](Br)[C:2]1[CH:7]=[CH:6][CH:5]=[CH:4][CH:3]=1.[OH:9][C:10]1[C:19]2[C:14](=[CH:15][CH:16]=[CH:17][CH:18]=2)[C:13]([OH:20])=[C:12]([C:21]([O:23][CH2:24][CH3:25])=[O:22])[C:11]=1[C:26]([O:28][CH2:29][CH3:30])=[O:27].C(=O)([O-])[O-].[K+].[K+]. (4) Given the product [CH3:1][C:2]1[CH:7]=[CH:6][CH:5]=[CH:4][C:3]=1[CH2:8][C:9]([Cl:15])=[O:11], predict the reactants needed to synthesize it. The reactants are: [CH3:1][C:2]1[CH:7]=[CH:6][CH:5]=[CH:4][C:3]=1[CH2:8][C:9]([OH:11])=O.C(Cl)(=O)C([Cl:15])=O. (5) Given the product [F:26][C:25]1[CH:24]=[CH:23][C:10]([CH2:11][C:12]2[C:21]3[C:16](=[CH:17][CH:18]=[CH:19][CH:20]=3)[C:15](=[O:22])[NH:14][N:13]=2)=[CH:9][C:8]=1[C:6]([N:4]1[CH2:3][CH:2]([NH:1][CH2:30][CH:29]([CH3:32])[C:28]([F:34])([F:33])[F:27])[CH2:5]1)=[O:7], predict the reactants needed to synthesize it. The reactants are: [NH2:1][CH:2]1[CH2:5][N:4]([C:6]([C:8]2[CH:9]=[C:10]([CH:23]=[CH:24][C:25]=2[F:26])[CH2:11][C:12]2[C:21]3[C:16](=[CH:17][CH:18]=[CH:19][CH:20]=3)[C:15](=[O:22])[NH:14][N:13]=2)=[O:7])[CH2:3]1.[F:27][C:28]([F:34])([F:33])[CH:29]([CH3:32])[CH:30]=O.C(O[BH-](OC(=O)C)OC(=O)C)(=O)C.[Na+]. (6) Given the product [CH2:15]([O:17][C@@H:18]([CH2:19][C:20]1[CH:21]=[CH:22][C:23]([O:24][CH2:25][C:26]([N:3]([CH2:1][CH3:2])[CH2:4][C:5]2[CH:6]=[CH:7][C:8]([C:11]([F:12])([F:13])[F:14])=[CH:9][CH:10]=2)=[O:28])=[CH:29][CH:30]=1)[C:31]([O:33][CH2:34][CH3:35])=[O:32])[CH3:16], predict the reactants needed to synthesize it. The reactants are: [CH2:1]([NH:3][CH2:4][C:5]1[CH:10]=[CH:9][C:8]([C:11]([F:14])([F:13])[F:12])=[CH:7][CH:6]=1)[CH3:2].[CH2:15]([O:17][C@H:18]([C:31]([O:33][CH2:34][CH3:35])=[O:32])[CH2:19][C:20]1[CH:30]=[CH:29][C:23]([O:24][CH2:25][C:26]([OH:28])=O)=[CH:22][CH:21]=1)[CH3:16].C(N(CC)C(C)C)(C)C.F[B-](F)(F)F.N1(OC(N(C)C)=[N+](C)C)C2C=CC=CC=2N=N1.